The task is: Predict the reaction yield, written as a fraction of the theoretical maximum amount of product (1.0 means a 100% yield; for example, 0.34 means a 34% yield).. This data is from Reaction yield outcomes from USPTO patents with 853,638 reactions. (1) The reactants are [OH:1][C:2]1[CH:10]=[CH:9][C:8]([C:11]2[N:12]([C:27]([O:29][C:30]([CH3:33])([CH3:32])[CH3:31])=[O:28])[C:13]3[C:18]([CH:19]=2)=[CH:17][C:16]([CH2:20][N:21]2[CH2:26][CH2:25][CH2:24][CH2:23][CH2:22]2)=[CH:15][CH:14]=3)=[C:7]2[C:3]=1[CH2:4][NH:5][C:6]2=[O:34].C(N(CC)CC)C.[C:42]([C:46]1[CH:51]=[CH:50][C:49]([S:52](Cl)(=[O:54])=[O:53])=[CH:48][CH:47]=1)([CH3:45])([CH3:44])[CH3:43]. The catalyst is C(#N)C. The product is [C:42]([C:46]1[CH:51]=[CH:50][C:49]([S:52]([O:1][C:2]2[CH:10]=[CH:9][C:8]([C:11]3[N:12]([C:27]([O:29][C:30]([CH3:31])([CH3:33])[CH3:32])=[O:28])[C:13]4[C:18]([CH:19]=3)=[CH:17][C:16]([CH2:20][N:21]3[CH2:26][CH2:25][CH2:24][CH2:23][CH2:22]3)=[CH:15][CH:14]=4)=[C:7]3[C:3]=2[CH2:4][NH:5][C:6]3=[O:34])(=[O:54])=[O:53])=[CH:48][CH:47]=1)([CH3:45])([CH3:43])[CH3:44]. The yield is 0.430. (2) The reactants are [F:1][CH2:2][C:3]1[NH:12][C:11](=O)[C:10]2[C:5](=[CH:6][CH:7]=[CH:8][CH:9]=2)[N:4]=1.COC(=O)[C:17]1[CH:22]=[CH:21][CH:20]=[CH:19][C:18]=1[NH2:23].F[CH2:26]C#N.Cl.[O:30]1CCOC[CH2:31]1. No catalyst specified. The product is [F:1][CH2:2][C:3]1[N:12]=[C:11]([N:23]([C:18]2[CH:17]=[CH:22][C:21]([O:30][CH3:31])=[CH:20][CH:19]=2)[CH3:26])[C:10]2[C:5](=[CH:6][CH:7]=[CH:8][CH:9]=2)[N:4]=1. The yield is 0.390. (3) The reactants are [Br:1][C:2]1[CH:3]=[C:4]2[C:8](=[CH:9][CH:10]=1)[NH:7][CH:6]=[CH:5]2.C([O-])([O-])=O.[K+].[K+].N1CCC[C@H]1C(O)=O.C(O)(=O)C.Br[C:30]1[N:35]=[CH:34][CH:33]=[CH:32][N:31]=1. The catalyst is CS(C)=O.CCOC(C)=O.O.[I+].[Cu+]. The product is [Br:1][C:2]1[CH:3]=[C:4]2[C:8](=[CH:9][CH:10]=1)[N:7]([C:30]1[N:35]=[CH:34][CH:33]=[CH:32][N:31]=1)[CH:6]=[CH:5]2. The yield is 0.920. (4) The reactants are C([O:8][C:9]1[C:18]2[CH2:17][CH2:16][CH2:15][CH2:14][C:13]=2[CH:12]=[CH:11][C:10]=1[CH2:19][CH:20]([OH:30])[CH2:21][O:22][Si:23]([C:26]([CH3:29])([CH3:28])[CH3:27])([CH3:25])[CH3:24])C1C=CC=CC=1.[Si](OCC(O)CC1C=CC2CCCC=2C=1O)(C(C)(C)C)(C)C. The catalyst is [Pd]. The product is [Si:23]([O:22][CH2:21][CH:20]([OH:30])[CH2:19][C:10]1[CH:11]=[CH:12][C:13]2[CH2:14][CH2:15][CH2:16][CH2:17][C:18]=2[C:9]=1[OH:8])([C:26]([CH3:28])([CH3:29])[CH3:27])([CH3:25])[CH3:24]. The yield is 0.920. (5) The reactants are Br[C:2]1[CH:7]=[CH:6][C:5]([CH:8]2[CH2:11][N:10]([C:12]([O:14][C:15]([CH3:18])([CH3:17])[CH3:16])=[O:13])[CH2:9]2)=[CH:4][CH:3]=1.[B:19]1([B:19]2[O:23][C:22]([CH3:25])([CH3:24])[C:21]([CH3:27])([CH3:26])[O:20]2)[O:23][C:22]([CH3:25])([CH3:24])[C:21]([CH3:27])([CH3:26])[O:20]1.CC([O-])=O.[K+]. The catalyst is O1CCOCC1.C1C=CC(P(C2C=CC=CC=2)[C-]2C=CC=C2)=CC=1.C1C=CC(P(C2C=CC=CC=2)[C-]2C=CC=C2)=CC=1.Cl[Pd]Cl.[Fe+2]. The product is [CH3:26][C:21]1([CH3:27])[C:22]([CH3:25])([CH3:24])[O:23][B:19]([C:2]2[CH:7]=[CH:6][C:5]([CH:8]3[CH2:11][N:10]([C:12]([O:14][C:15]([CH3:18])([CH3:17])[CH3:16])=[O:13])[CH2:9]3)=[CH:4][CH:3]=2)[O:20]1. The yield is 1.00. (6) The reactants are CO[C:3]([C@H:5]1[C@@H:10]([NH:11][CH2:12][C:13]2[CH:18]=[CH:17][C:16]([F:19])=[CH:15][CH:14]=2)[CH:9]2[CH2:20][CH2:21][CH:6]1[CH2:7][CH2:8]2)=[O:4].[CH3:22][S:23]([NH:26][C:27]1[CH:42]=[CH:41][C:30]2[NH:31][C:32]([CH2:37][C:38](O)=[O:39])=[N:33][S:34](=[O:36])(=[O:35])[C:29]=2[CH:28]=1)(=[O:25])=[O:24].CN1CCOCC1.Cl.CN(C)CCCN=C=NCC.[O-]CC.[Na+]. The catalyst is CN(C)C=O.C(O)C. The product is [F:19][C:16]1[CH:17]=[CH:18][C:13]([CH2:12][N:11]2[C:38](=[O:39])[C:37]([C:32]3[NH:31][C:30]4[CH:41]=[CH:42][C:27]([NH:26][S:23]([CH3:22])(=[O:25])=[O:24])=[CH:28][C:29]=4[S:34](=[O:36])(=[O:35])[N:33]=3)=[C:3]([OH:4])[C@H:5]3[C@@H:10]2[CH:9]2[CH2:8][CH2:7][CH:6]3[CH2:21][CH2:20]2)=[CH:14][CH:15]=1. The yield is 0.590.